From a dataset of Reaction yield outcomes from USPTO patents with 853,638 reactions. Predict the reaction yield, written as a fraction of the theoretical maximum amount of product (1.0 means a 100% yield; for example, 0.34 means a 34% yield). (1) The reactants are Cl.[F:2][C:3]1[CH:8]=[CH:7][C:6]([NH:9][NH2:10])=[CH:5][CH:4]=1.O.[CH:12]([CH:14]=O)=[O:13]. The catalyst is C(O)(=O)C. The product is [F:2][C:3]1[CH:8]=[CH:7][C:6]([NH:9]/[N:10]=[CH:14]/[CH:12]=[O:13])=[CH:5][CH:4]=1. The yield is 0.980. (2) The reactants are [Cl:1][C:2]1[CH:7]=[CH:6][CH:5]=[CH:4][C:3]=1[N:8]1[C:12]([NH2:13])=[CH:11][C:10]([C:14]2[CH:19]=[CH:18][C:17]([F:20])=[CH:16][CH:15]=2)=[N:9]1.Cl[C:22]1[N:32]=[CH:31][CH:30]=[CH:29][C:23]=1[C:24]([O:26][CH2:27][CH3:28])=[O:25].C1C=CC(P(C2C(C3C(P(C4C=CC=CC=4)C4C=CC=CC=4)=CC=C4C=3C=CC=C4)=C3C(C=CC=C3)=CC=2)C2C=CC=CC=2)=CC=1.C([O-])([O-])=O.[Cs+].[Cs+]. The catalyst is C1C=CC(/C=C/C(/C=C/C2C=CC=CC=2)=O)=CC=1.C1C=CC(/C=C/C(/C=C/C2C=CC=CC=2)=O)=CC=1.C1C=CC(/C=C/C(/C=C/C2C=CC=CC=2)=O)=CC=1.[Pd].[Pd]. The product is [Cl:1][C:2]1[CH:7]=[CH:6][CH:5]=[CH:4][C:3]=1[N:8]1[C:12]([NH:13][C:22]2[N:32]=[CH:31][CH:30]=[CH:29][C:23]=2[C:24]([O:26][CH2:27][CH3:28])=[O:25])=[CH:11][C:10]([C:14]2[CH:19]=[CH:18][C:17]([F:20])=[CH:16][CH:15]=2)=[N:9]1. The yield is 0.900. (3) The reactants are [Br:1][C:2]1[N:3]([CH2:22][CH2:23][O:24][C:25]2[CH:30]=[CH:29][C:28]([Cl:31])=[CH:27][CH:26]=2)[C:4]([C:8]([NH:10][CH2:11][C:12]2[CH:21]=[CH:20][C:15]([C:16]([O:18][CH3:19])=[O:17])=[CH:14][CH:13]=2)=[O:9])=[C:5](I)[N:6]=1.[CH3:32][C:33]([OH:37])([C:35]#[CH:36])[CH3:34].O. The catalyst is CN(C=O)C.C(N(CC)CC)C.Cl[Pd](Cl)([P](C1C=CC=CC=1)(C1C=CC=CC=1)C1C=CC=CC=1)[P](C1C=CC=CC=1)(C1C=CC=CC=1)C1C=CC=CC=1.[Cu](I)I. The product is [Br:1][C:2]1[N:3]([CH2:22][CH2:23][O:24][C:25]2[CH:30]=[CH:29][C:28]([Cl:31])=[CH:27][CH:26]=2)[C:4]([C:8]([NH:10][CH2:11][C:12]2[CH:21]=[CH:20][C:15]([C:16]([O:18][CH3:19])=[O:17])=[CH:14][CH:13]=2)=[O:9])=[C:5]([C:36]#[C:35][C:33]([OH:37])([CH3:34])[CH3:32])[N:6]=1. The yield is 0.750. (4) The reactants are [C:1]([C:4]1[C:22](=[O:23])[C@@:8]2([CH3:24])[C:9]3[C:15]([OH:16])=[CH:14][C:13]([O:17][CH3:18])=[C:12]([C:19]([NH2:21])=[O:20])[C:10]=3[O:11][C:7]2=[CH:6][C:5]=1[OH:25])(=[O:3])[CH3:2].[CH2:26]([O:31][C:32]1[CH:39]=[C:38]([CH3:40])[C:35]([CH:36]=O)=[C:34]([CH3:41])[C:33]=1[CH3:42])[C:27]#[C:28][CH2:29][CH3:30].C([SiH](CC)CC)C.FC(F)(F)C(O)=O. The catalyst is C(#N)C. The product is [C:1]([C:4]1[C:22](=[O:23])[C@@:8]2([CH3:24])[C:9]3[C:15]([OH:16])=[CH:14][C:13]([O:17][CH3:18])=[C:12]([C:19]([NH:21][CH2:36][C:35]4[C:38]([CH3:40])=[CH:39][C:32]([O:31][CH2:26][C:27]#[C:28][CH2:29][CH3:30])=[C:33]([CH3:42])[C:34]=4[CH3:41])=[O:20])[C:10]=3[O:11][C:7]2=[CH:6][C:5]=1[OH:25])(=[O:3])[CH3:2]. The yield is 0.140. (5) The reactants are Cl.[Cl:2][C:3]1[CH:4]=[C:5]([NH:10][NH2:11])[CH:6]=[CH:7][C:8]=1[F:9].[CH3:12][C:13]1[CH:18]=[CH:17][C:16]([C:19](=O)[CH2:20][C:21](=O)[C:22]([F:25])([F:24])[F:23])=[CH:15][CH:14]=1.[K+].[Br-]. The catalyst is C(O)(=O)C. The product is [Cl:2][C:3]1[CH:4]=[C:5]([N:10]2[C:19]([C:16]3[CH:17]=[CH:18][C:13]([CH3:12])=[CH:14][CH:15]=3)=[CH:20][C:21]([C:22]([F:23])([F:24])[F:25])=[N:11]2)[CH:6]=[CH:7][C:8]=1[F:9]. The yield is 0.580.